Dataset: Forward reaction prediction with 1.9M reactions from USPTO patents (1976-2016). Task: Predict the product of the given reaction. (1) The product is: [F:1][C:2]1[C:10]([O:11][CH3:12])=[CH:9][CH:8]=[C:7]([N:13]2[CH:17]=[N:16][N:15]=[N:14]2)[C:3]=1[CH2:4][OH:5]. Given the reactants [F:1][C:2]1[C:10]([O:11][CH3:12])=[CH:9][CH:8]=[C:7]([N:13]2[CH:17]=[N:16][N:15]=[N:14]2)[C:3]=1[C:4](O)=[O:5].C(N(CC)CC)C.ClC(OCC(C)C)=O.[BH4-].[Na+], predict the reaction product. (2) The product is: [CH3:1][C:2]1[CH:3]=[CH:4][C:5]([C:6]([NH:23][C:24]2[S:28][C:27]([C:29]3[CH:34]=[CH:33][N:32]=[CH:31][CH:30]=3)=[N:26][C:25]=2[C:35]([NH2:37])=[O:36])=[O:8])=[CH:9][CH:10]=1. Given the reactants [CH3:1][C:2]1[CH:10]=[CH:9][C:5]([C:6]([OH:8])=O)=[CH:4][CH:3]=1.C(C1NC=CN=1)(C1NC=CN=1)=O.[NH2:23][C:24]1[S:28][C:27]([C:29]2[CH:34]=[CH:33][N:32]=[CH:31][CH:30]=2)=[N:26][C:25]=1[C:35]([NH2:37])=[O:36], predict the reaction product. (3) Given the reactants [F:1][C:2]1[CH:7]=[C:6]([CH3:8])[C:5]([S:9][CH2:10][C:11]([F:14])([F:13])[F:12])=[CH:4][C:3]=1[NH:15][NH2:16].[C:17]([CH2:19][C:20](Cl)=[O:21])#[N:18], predict the reaction product. The product is: [NH2:18][C:17]1[N:15]([C:3]2[CH:4]=[C:5]([S:9][CH2:10][C:11]([F:13])([F:14])[F:12])[C:6]([CH3:8])=[CH:7][C:2]=2[F:1])[N:16]=[C:20]([OH:21])[CH:19]=1. (4) Given the reactants C(O[C:6]([N:8]1[CH2:12][C:11](=[N:13][O:14][CH3:15])[CH2:10][C@H:9]1[C:16]([OH:18])=O)=[O:7])(C)(C)C.[N:19]([C:22]1[CH:27]=[CH:26][CH:25]=[C:24]([O:28][CH3:29])[CH:23]=1)=C=O.[CH2:30]([N:32]1[C:44]2[CH:43]=[CH:42][C:41]([NH2:45])=[CH:40][C:39]=2[C:38]2[C:33]1=[CH:34][CH:35]=[CH:36][CH:37]=2)[CH3:31], predict the reaction product. The product is: [CH2:30]([N:32]1[C:44]2[CH:43]=[CH:42][C:41]([NH:45][C:16]([C@@H:9]3[CH2:10][C:11](=[N:13][O:14][CH3:15])[CH2:12][N:8]3[C:6]([NH:19][C:22]3[CH:27]=[CH:26][CH:25]=[C:24]([O:28][CH3:29])[CH:23]=3)=[O:7])=[O:18])=[CH:40][C:39]=2[C:38]2[C:33]1=[CH:34][CH:35]=[CH:36][CH:37]=2)[CH3:31].